This data is from Forward reaction prediction with 1.9M reactions from USPTO patents (1976-2016). The task is: Predict the product of the given reaction. (1) Given the reactants [Br:1][C:2]1[CH:3]=[C:4]2[C:9](=[CH:10][CH:11]=1)[CH:8]=[C:7]([OH:12])[CH:6]=[CH:5]2.[CH:13]1([CH:18](O)[CH3:19])[CH2:17][CH2:16][CH2:15][CH2:14]1.C1(P(C2C=CC=CC=2)C2C=CC=CC=2)C=CC=CC=1.N(C(OC(C)C)=O)=NC(OC(C)C)=O, predict the reaction product. The product is: [Br:1][C:2]1[CH:11]=[CH:10][C:9]2[C:4](=[CH:5][CH:6]=[C:7]([O:12][CH2:19][CH2:18][CH:13]3[CH2:17][CH2:16][CH2:15][CH2:14]3)[CH:8]=2)[CH:3]=1. (2) The product is: [C:11]([O:10][C:9]([NH:8][C:6]1[N:7]=[C:2]([C:32]2[S:31][C:30]([C:18]3([OH:17])[CH2:23][CH2:22][C@H:21]([C:24]([O:26][CH2:27][CH3:28])=[O:25])[C@H:20]([CH3:29])[CH2:19]3)=[N:34][CH:33]=2)[CH:3]=[C:4]([CH3:16])[CH:5]=1)=[O:15])([CH3:14])([CH3:13])[CH3:12]. Given the reactants Br[C:2]1[N:7]=[C:6]([NH:8][C:9](=[O:15])[O:10][C:11]([CH3:14])([CH3:13])[CH3:12])[CH:5]=[C:4]([CH3:16])[CH:3]=1.[OH:17][C:18]1([C:30]2[S:31][CH:32]=[CH:33][N:34]=2)[CH2:23][CH2:22][C@H:21]([C:24]([O:26][CH2:27][CH3:28])=[O:25])[C@H:20]([CH3:29])[CH2:19]1.C(=O)([O-])[O-].[K+].[K+].C(O)(=O)C(C)(C)C.C(P(C12CC3CC(CC(C3)C1)C2)C12CC3CC(CC(C3)C1)C2)CCC, predict the reaction product. (3) The product is: [Cl:1][C:2]1[CH:3]=[C:4]([CH:32]=[CH:33][C:34]=1[O:35][CH2:36][C:37]1[CH:42]=[CH:41][CH:40]=[C:39]([F:43])[CH:38]=1)[NH:5][C:6]1[C:15]2[C:10](=[CH:11][C:12]([O:24][CH2:25][CH:26]3[CH2:27][CH2:28][N:29]([CH3:46])[CH2:30][CH2:31]3)=[CH:13][C:14]=2[O:16][CH:17]2[CH2:18][CH2:19][N:20]([CH3:23])[CH2:21][CH2:22]2)[N:9]=[CH:8][N:7]=1. Given the reactants [Cl:1][C:2]1[CH:3]=[C:4]([CH:32]=[CH:33][C:34]=1[O:35][CH2:36][C:37]1[CH:42]=[CH:41][CH:40]=[C:39]([F:43])[CH:38]=1)[NH:5][C:6]1[C:15]2[C:10](=[CH:11][C:12]([O:24][CH2:25][CH:26]3[CH2:31][CH2:30][NH:29][CH2:28][CH2:27]3)=[CH:13][C:14]=2[O:16][CH:17]2[CH2:22][CH2:21][N:20]([CH3:23])[CH2:19][CH2:18]2)[N:9]=[CH:8][N:7]=1.C=O.[C:46](=O)([O-])O.[Na+], predict the reaction product. (4) Given the reactants [C:1]([C:3]1[CH:4]=[C:5]2[C:11]3([CH2:15][CH2:14][N:13]([C:16]([O:18]C(C)(C)C)=O)[CH2:12]3)[CH2:10][NH:9][C:6]2=[CH:7][CH:8]=1)#[N:2].Cl[C:24](=[O:30])C(OCC)=O.[NH2:31][C:32]1[S:33][C:34]([O:37][CH3:38])=[CH:35][N:36]=1.[CH3:39][NH2:40].[O:41]1[CH2:45]CCC1, predict the reaction product. The product is: [C:1]([C:3]1[CH:4]=[C:5]2[C:11]3([CH2:15][CH2:14][N:13]([C:16](=[O:18])[C:45]([NH:40][CH3:39])=[O:41])[CH2:12]3)[CH2:10][N:9]([C:24]([NH:31][C:32]3[S:33][C:34]([O:37][CH3:38])=[CH:35][N:36]=3)=[O:30])[C:6]2=[CH:7][CH:8]=1)#[N:2]. (5) Given the reactants [F:1][C:2]([C:5]1[O:9][C:8]([CH2:10][N:11]2[CH:15]=[C:14]([NH2:16])[CH:13]=[N:12]2)=[CH:7][CH:6]=1)([F:4])[CH3:3].[CH3:17][O:18][C:19]1[CH:20]=[C:21]([C:25]2[O:29][CH:28]=[N:27][C:26]=2[C:30](O)=[O:31])[CH:22]=[CH:23][CH:24]=1, predict the reaction product. The product is: [F:4][C:2]([C:5]1[O:9][C:8]([CH2:10][N:11]2[CH:15]=[C:14]([NH:16][C:30]([C:26]3[N:27]=[CH:28][O:29][C:25]=3[C:21]3[CH:22]=[CH:23][CH:24]=[C:19]([O:18][CH3:17])[CH:20]=3)=[O:31])[CH:13]=[N:12]2)=[CH:7][CH:6]=1)([F:1])[CH3:3]. (6) Given the reactants Br[C:2]1[CH:3]=[C:4]([F:33])[C:5]([NH:12][C:13]2[C:18]([Cl:19])=[CH:17][N:16]=[C:15]([NH:20][C:21]3[CH:22]=[CH:23][C:24]4[CH2:30][CH2:29][CH2:28][C:27](=[O:31])[NH:26][C:25]=4[CH:32]=3)[N:14]=2)=[C:6]([CH:11]=1)[C:7]([NH:9][CH3:10])=[O:8].C1(C)C=CC=CC=1.C(O)C.C(=O)([O-])[O-].[Na+].[Na+].[C:50]([C:52]1[CH:57]=[CH:56][C:55](B(O)O)=[CH:54][CH:53]=1)#[N:51], predict the reaction product. The product is: [CH3:10][NH:9][C:7]([C:6]1[CH:11]=[C:2]([C:55]2[CH:56]=[CH:57][C:52]([C:50]#[N:51])=[CH:53][CH:54]=2)[CH:3]=[C:4]([F:33])[C:5]=1[NH:12][C:13]1[C:18]([Cl:19])=[CH:17][N:16]=[C:15]([NH:20][C:21]2[CH:22]=[CH:23][C:24]3[CH2:30][CH2:29][CH2:28][C:27](=[O:31])[NH:26][C:25]=3[CH:32]=2)[N:14]=1)=[O:8].